This data is from Reaction yield outcomes from USPTO patents with 853,638 reactions. The task is: Predict the reaction yield, written as a fraction of the theoretical maximum amount of product (1.0 means a 100% yield; for example, 0.34 means a 34% yield). The reactants are O.[OH-].[Li+].[CH3:4][C:5]([CH3:40])([CH3:39])[CH2:6][CH2:7][C@@H:8]([C:35]([O:37]C)=[O:36])[NH:9][C:10]([C:12]1[C:21]([NH:22][C:23]([NH:25][C:26]2[C:31]([CH3:32])=[CH:30][C:29]([CH3:33])=[CH:28][C:27]=2[CH3:34])=[O:24])=[CH:20][C:19]2[C:14](=[CH:15][CH:16]=[CH:17][CH:18]=2)[CH:13]=1)=[O:11].O.Cl. The catalyst is O1CCOCC1. The product is [CH3:4][C:5]([CH3:40])([CH3:39])[CH2:6][CH2:7][C@@H:8]([C:35]([OH:37])=[O:36])[NH:9][C:10]([C:12]1[C:21]([NH:22][C:23]([NH:25][C:26]2[C:31]([CH3:32])=[CH:30][C:29]([CH3:33])=[CH:28][C:27]=2[CH3:34])=[O:24])=[CH:20][C:19]2[C:14](=[CH:15][CH:16]=[CH:17][CH:18]=2)[CH:13]=1)=[O:11]. The yield is 0.650.